Dataset: Full USPTO retrosynthesis dataset with 1.9M reactions from patents (1976-2016). Task: Predict the reactants needed to synthesize the given product. Given the product [NH:8]1[CH2:9][CH2:10][CH:11]([C:14]2[C:22]3[C:17](=[N:18][CH:19]=[CH:20][CH:21]=3)[NH:16][CH:15]=2)[CH2:12][CH2:13]1, predict the reactants needed to synthesize it. The reactants are: C(OC([N:8]1[CH2:13][CH2:12][CH:11]([C:14]2[C:22]3[C:17](=[N:18][CH:19]=[CH:20][CH:21]=3)[NH:16][CH:15]=2)[CH2:10][CH2:9]1)=O)(C)(C)C.C(O)(C(F)(F)F)=O.C(Cl)Cl.